From a dataset of Reaction yield outcomes from USPTO patents with 853,638 reactions. Predict the reaction yield, written as a fraction of the theoretical maximum amount of product (1.0 means a 100% yield; for example, 0.34 means a 34% yield). (1) The reactants are Br[C:2]1[C:3]2[O:12][C:11]([CH2:13][N:14]3[CH2:19][CH2:18][N:17]([S:20]([CH3:23])(=[O:22])=[O:21])[CH2:16][CH2:15]3)=[CH:10][C:4]=2[C:5](=[O:9])[N:6]([CH3:8])[CH:7]=1.IC1C(=O)N(C)C=C(I)C=1OC.[CH3:36][O:37][C:38]1[CH:39]=[C:40](B(O)O)[CH:41]=[CH:42][C:43]=1[O:44][CH3:45].C(=O)([O-])[O-].[K+].[K+]. The catalyst is O.C(OCC)(=O)C.Cl[Pd](Cl)([P](C1C=CC=CC=1)(C1C=CC=CC=1)C1C=CC=CC=1)[P](C1C=CC=CC=1)(C1C=CC=CC=1)C1C=CC=CC=1. The product is [CH3:36][O:37][C:38]1[CH:39]=[C:40]([C:2]2[C:3]3[O:12][C:11]([CH2:13][N:14]4[CH2:19][CH2:18][N:17]([S:20]([CH3:23])(=[O:22])=[O:21])[CH2:16][CH2:15]4)=[CH:10][C:4]=3[C:5](=[O:9])[N:6]([CH3:8])[CH:7]=2)[CH:41]=[CH:42][C:43]=1[O:44][CH3:45]. The yield is 0.520. (2) The reactants are [CH3:1][C:2]1([CH3:21])[C:10]2[C:5](=[CH:6][CH:7]=[CH:8][CH:9]=2)[C@@H:4]([NH:11][C@H](C2C=CC=CC=2)CO)[CH2:3]1.C([O-])(=O)C.C([O-])(=O)C.C([O-])(=O)C.C([O-])(=O)C.[Pb+4].Cl. The catalyst is CO. The product is [CH3:1][C:2]1([CH3:21])[C:10]2[C:5](=[CH:6][CH:7]=[CH:8][CH:9]=2)[C@@H:4]([NH2:11])[CH2:3]1. The yield is 0.510. (3) The reactants are [CH3:1][O:2][C:3]1[CH:10]=[C:9]([O:11][CH3:12])[CH:8]=[CH:7][C:4]=1[CH2:5][NH2:6].N1C=CC=CC=1.[F:19][C:20]1[CH:25]=[C:24]([F:26])[CH:23]=[C:22]([F:27])[C:21]=1[S:28](Cl)(=[O:30])=[O:29].[C:32](O[C:32]([O:34][C:35]([CH3:38])([CH3:37])[CH3:36])=[O:33])([O:34][C:35]([CH3:38])([CH3:37])[CH3:36])=[O:33].CN(C1C=CC=CN=1)C. The catalyst is ClCCl.O. The product is [CH3:1][O:2][C:3]1[CH:10]=[C:9]([O:11][CH3:12])[CH:8]=[CH:7][C:4]=1[CH2:5][N:6]([S:28]([C:21]1[C:20]([F:19])=[CH:25][C:24]([F:26])=[CH:23][C:22]=1[F:27])(=[O:30])=[O:29])[C:32](=[O:33])[O:34][C:35]([CH3:38])([CH3:37])[CH3:36]. The yield is 0.570. (4) The reactants are [C:1]([NH:20][CH2:21][CH2:22]O)([C:14]1[CH:19]=[CH:18][CH:17]=[CH:16][CH:15]=1)([C:8]1[CH:13]=[CH:12][CH:11]=[CH:10][CH:9]=1)[C:2]1[CH:7]=[CH:6][CH:5]=[CH:4][CH:3]=1.C1(P(C2C=CC=CC=2)C2C=CC=CC=2)C=CC=CC=1.N(C(OC(C)C)=O)=NC(OC(C)C)=O.[Cl:57][C:58]1[CH:59]=[C:60]([N:65]2[C:69](=[O:70])[O:68][N:67]=[C:66]2[C:71]2[C:72]([NH:76]C(=O)C(F)(F)F)=[N:73][O:74][N:75]=2)[CH:61]=[CH:62][C:63]=1[F:64]. The catalyst is O1CCCC1.C(OC)(C)(C)C. The product is [Cl:57][C:58]1[CH:59]=[C:60]([N:65]2[C:69](=[O:70])[O:68][N:67]=[C:66]2[C:71]2[C:72]([NH:76][CH2:22][CH2:21][NH:20][C:1]([C:8]3[CH:9]=[CH:10][CH:11]=[CH:12][CH:13]=3)([C:14]3[CH:19]=[CH:18][CH:17]=[CH:16][CH:15]=3)[C:2]3[CH:7]=[CH:6][CH:5]=[CH:4][CH:3]=3)=[N:73][O:74][N:75]=2)[CH:61]=[CH:62][C:63]=1[F:64]. The yield is 0.740. (5) The reactants are [CH3:1][O:2][C:3]1[CH:10]=[C:9]([O:11][CH3:12])[CH:8]=[CH:7][C:4]=1[CH2:5]O.[NH:13]1[C:17](=[O:18])[CH2:16][CH2:15][C:14]1=[O:19].ClCCl.C1(P(C2C=CC=CC=2)C2C=CC=CC=2)C=CC=CC=1. The catalyst is O1CCCC1. The product is [CH3:1][O:2][C:3]1[CH:10]=[C:9]([O:11][CH3:12])[CH:8]=[CH:7][C:4]=1[CH2:5][N:13]1[C:17](=[O:18])[CH2:16][CH2:15][C:14]1=[O:19]. The yield is 0.460.